Dataset: Retrosynthesis with 50K atom-mapped reactions and 10 reaction types from USPTO. Task: Predict the reactants needed to synthesize the given product. (1) Given the product CC(C)(C)OC(=O)Nc1cn(-c2ccccc2)nc1NC(=O)c1ccc(CNC(=O)OCc2cccnc2)cc1, predict the reactants needed to synthesize it. The reactants are: CC(C)(C)OC(=O)Nc1cn(-c2ccccc2)nc1N.O=C(NCc1ccc(C(=O)O)cc1)OCc1cccnc1. (2) Given the product CC(C)S(=O)(=O)c1ccccc1Nc1cc(Nc2ccc(P(C)(C)=O)cc2OC(F)(F)F)ncc1C(F)(F)F, predict the reactants needed to synthesize it. The reactants are: CC(C)S(=O)(=O)c1ccccc1Nc1cc(Cl)ncc1C(F)(F)F.CP(C)(=O)c1ccc(N)c(OC(F)(F)F)c1. (3) Given the product COC(=O)c1cc2ccc(-c3ccc(O)cc3)cc2cn1, predict the reactants needed to synthesize it. The reactants are: CC1(C)OB(c2ccc(O)cc2)OC1(C)C.COC(=O)c1cc2ccc(OS(=O)(=O)C(F)(F)F)cc2cn1. (4) Given the product CC1CC(N)CC(C)(C)C1O, predict the reactants needed to synthesize it. The reactants are: CC1CC(=O)CC(C)(C)C1O.[NH4+]. (5) Given the product CC1(N)CCNCC1, predict the reactants needed to synthesize it. The reactants are: CC1(N)CCN(C(=O)OC(C)(C)C)CC1. (6) Given the product CC(C)(CO)COc1ccc(-n2ccc(OCc3ccc(F)cc3)cc2=O)cc1, predict the reactants needed to synthesize it. The reactants are: CC(C)(CO)CBr.O=c1cc(OCc2ccc(F)cc2)ccn1-c1ccc(O)cc1. (7) Given the product Cc1noc(-c2ccc(C(=O)N3CC(c4ccc(Cl)c(Cl)c4)C(N(C)C(=O)Cc4ccc(F)cc4)C3)cc2)n1, predict the reactants needed to synthesize it. The reactants are: CN(C(=O)Cc1ccc(F)cc1)C1CNCC1c1ccc(Cl)c(Cl)c1.Cc1noc(-c2ccc(C(=O)O)cc2)n1. (8) Given the product COc1cc(CNc2nc(C)nc(C)c2Cl)ccc1O, predict the reactants needed to synthesize it. The reactants are: COc1cc(CNc2nc(C)nc(C)c2Cl)ccc1OCc1ccccc1.